Dataset: Forward reaction prediction with 1.9M reactions from USPTO patents (1976-2016). Task: Predict the product of the given reaction. (1) Given the reactants [Cl:1][C:2]1[CH:3]=[C:4]([N:10]2[C:14]([CH3:15])=[C:13]([CH2:16][C:17]3[CH:25]=[CH:24][C:20]([C:21](O)=[O:22])=[CH:19][CH:18]=3)[C:12]([CH3:26])=[N:11]2)[CH:5]=[CH:6][C:7]=1[C:8]#[N:9].[CH3:27][S:28][CH2:29][CH2:30][NH2:31], predict the reaction product. The product is: [Cl:1][C:2]1[CH:3]=[C:4]([N:10]2[C:14]([CH3:15])=[C:13]([CH2:16][C:17]3[CH:18]=[CH:19][C:20]([C:21]([NH:31][CH2:30][CH2:29][S:28][CH3:27])=[O:22])=[CH:24][CH:25]=3)[C:12]([CH3:26])=[N:11]2)[CH:5]=[CH:6][C:7]=1[C:8]#[N:9]. (2) The product is: [CH3:1][O:2][C:3]1[CH:4]=[C:5]([CH:21]=[C:22]([O:26][CH3:27])[C:23]=1[O:24][CH3:25])[CH2:6][CH:7]1[C:16]2[C:11](=[CH:12][C:13]([O:19][CH3:20])=[C:14]([O:17][CH3:18])[CH:15]=2)[CH2:10][CH2:9][N:8]1[CH2:29][C:30]([NH:33][CH:34]1[C:42]2[C:37](=[CH:38][CH:39]=[CH:40][CH:41]=2)[CH2:36][CH2:35]1)=[O:31]. Given the reactants [CH3:1][O:2][C:3]1[CH:4]=[C:5]([CH:21]=[C:22]([O:26][CH3:27])[C:23]=1[O:24][CH3:25])[CH2:6][CH:7]1[C:16]2[C:11](=[CH:12][C:13]([O:19][CH3:20])=[C:14]([O:17][CH3:18])[CH:15]=2)[CH2:10][CH2:9][NH:8]1.Br[CH2:29][C:30](Br)=[O:31].[NH2:33][CH:34]1[C:42]2[C:37](=[CH:38][CH:39]=[CH:40][CH:41]=2)[CH2:36][CH2:35]1, predict the reaction product. (3) The product is: [Cl:1][C:2]1[N:10]=[C:9]2[C:5]([N:6]=[CH:7][N:8]2[CH:11]([CH3:13])[CH3:12])=[C:4]([NH:22][CH2:21][C:20]2[CH:23]=[CH:24][C:17]([O:16][CH3:15])=[CH:18][CH:19]=2)[N:3]=1. Given the reactants [Cl:1][C:2]1[N:10]=[C:9]2[C:5]([N:6]=[CH:7][N:8]2[CH:11]([CH3:13])[CH3:12])=[C:4](Cl)[N:3]=1.[CH3:15][O:16][C:17]1[CH:24]=[CH:23][C:20]([CH2:21][NH2:22])=[CH:19][CH:18]=1, predict the reaction product. (4) Given the reactants Br[C:2]1[CH:3]=[CH:4][C:5]([C:8]([N:10]([CH2:14][C:15]2[CH:31]=[CH:30][CH:29]=[CH:28][C:16]=2[O:17][CH2:18][CH2:19][CH2:20][CH2:21][CH2:22][C:23]([O:25][CH2:26][CH3:27])=[O:24])[CH:11]([CH3:13])[CH3:12])=[O:9])=[N:6][CH:7]=1.[O:32]1[CH:36]=[CH:35][CH:34]=[C:33]1B(O)O.C([O-])([O-])=O.[Na+].[Na+].C(Cl)Cl, predict the reaction product. The product is: [O:32]1[CH:36]=[CH:35][CH:34]=[C:33]1[C:2]1[CH:3]=[CH:4][C:5]([C:8]([N:10]([CH2:14][C:15]2[CH:31]=[CH:30][CH:29]=[CH:28][C:16]=2[O:17][CH2:18][CH2:19][CH2:20][CH2:21][CH2:22][C:23]([O:25][CH2:26][CH3:27])=[O:24])[CH:11]([CH3:13])[CH3:12])=[O:9])=[N:6][CH:7]=1. (5) Given the reactants [OH:1][C:2]1[CH:3]=[CH:4][C:5]([CH3:11])=[C:6]([CH:10]=1)[C:7]([OH:9])=[O:8].[CH2:12](Br)[C:13]1[CH:18]=[CH:17][CH:16]=[CH:15][CH:14]=1.C(=O)([O-])[O-].[K+].[K+].O, predict the reaction product. The product is: [CH2:12]([O:1][C:2]1[CH:3]=[CH:4][C:5]([CH3:11])=[C:6]([CH:10]=1)[C:7]([O:9][CH2:11][C:5]1[CH:6]=[CH:10][CH:2]=[CH:3][CH:4]=1)=[O:8])[C:13]1[CH:18]=[CH:17][CH:16]=[CH:15][CH:14]=1.